From a dataset of Full USPTO retrosynthesis dataset with 1.9M reactions from patents (1976-2016). Predict the reactants needed to synthesize the given product. (1) Given the product [OH:14][C:15]1[CH:23]=[CH:22][C:18]([C:19]#[N:21])=[C:17]([O:24][CH3:25])[CH:16]=1, predict the reactants needed to synthesize it. The reactants are: FC(F)(F)C(OC(=O)C(F)(F)F)=O.[OH:14][C:15]1[CH:23]=[CH:22][C:18]([C:19]([NH2:21])=O)=[C:17]([O:24][CH3:25])[CH:16]=1.N1C=CC=CC=1. (2) Given the product [CH:28]1([CH2:27][N:8]2[CH2:7][C:6]3[CH:9]=[CH:10][CH:11]=[CH:12][C:5]=3[N:4]3[CH2:13][CH2:14][NH:15][CH2:16][CH:3]3[C:2]2=[O:1])[CH2:30][CH2:29]1, predict the reactants needed to synthesize it. The reactants are: [O:1]=[C:2]1[NH:8][CH2:7][C:6]2[CH:9]=[CH:10][CH:11]=[CH:12][C:5]=2[N:4]2[CH2:13][CH2:14][N:15](C(OC(C)(C)C)=O)[CH2:16][CH:3]12.[H-].[Na+].Br[CH2:27][CH:28]1[CH2:30][CH2:29]1.Cl.